Dataset: hERG Central: cardiac toxicity at 1µM, 10µM, and general inhibition. Task: Predict hERG channel inhibition at various concentrations. (1) The compound is CCOC(=O)C1CCN(C(=O)COc2cc(C)c(Br)cc2C)CC1. Results: hERG_inhib (hERG inhibition (general)): blocker. (2) The molecule is CC(C)=CCN1CCN(Cc2nc(-c3ccccc3)cs2)CC1CCO. Results: hERG_inhib (hERG inhibition (general)): blocker. (3) The compound is Cc1ccc(-n2c(-c3ccc(Br)cc3)c[n+]3c2CCc2ccc4cccnc4c2-3)cc1.[Br-]. Results: hERG_inhib (hERG inhibition (general)): blocker. (4) The drug is CC(=O)N1CCN(Cc2nc3cc(NC(=O)c4ccc(Cl)cc4)ccc3n2C)CC1. Results: hERG_inhib (hERG inhibition (general)): blocker.